Dataset: NCI-60 drug combinations with 297,098 pairs across 59 cell lines. Task: Regression. Given two drug SMILES strings and cell line genomic features, predict the synergy score measuring deviation from expected non-interaction effect. Synergy scores: CSS=7.53, Synergy_ZIP=-1.48, Synergy_Bliss=3.09, Synergy_Loewe=-29.2, Synergy_HSA=1.55. Cell line: HOP-92. Drug 2: C1C(C(OC1N2C=NC3=C2NC=NCC3O)CO)O. Drug 1: CC1CCC2CC(C(=CC=CC=CC(CC(C(=O)C(C(C(=CC(C(=O)CC(OC(=O)C3CCCCN3C(=O)C(=O)C1(O2)O)C(C)CC4CCC(C(C4)OC)OCCO)C)C)O)OC)C)C)C)OC.